This data is from Experimentally validated miRNA-target interactions with 360,000+ pairs, plus equal number of negative samples. The task is: Binary Classification. Given a miRNA mature sequence and a target amino acid sequence, predict their likelihood of interaction. (1) The miRNA is hsa-miR-2277-3p with sequence UGACAGCGCCCUGCCUGGCUC. The protein sequence of the target gene is MDRSSKRRQVKPLAASLLEALDYDSSDDSDFKVGDASDSEGSGNGSEDASKDSGEGSCSDSEENILEEELNEDIKVKEEQLKNSAEEEVLSSEKQLIKMEKKEEEENGERPRKKKEKEKEKEKEKEKEKEREKEKEKATVSENVAASAAATTPATSPPAVNTSPSVPTTTTATEEQVSEPKKWNLRRNRPLLDFVSMEELNDMDDYDSEDDNDWRPTVVKRKGRSASQKEGSDGDNEDDEDEGSGSDEDENDEGNDEDHSSPASEGGCKKKKSKVLSRNSADDEELTNDSLTLSQSKSNE.... Result: 0 (no interaction). (2) The miRNA is rno-miR-15b-5p with sequence UAGCAGCACAUCAUGGUUUACA. The protein sequence of the target gene is MRVVRLLRLRAALTLLGEVPRRPASRGVPGSRRTQKGSGARWEKEKHEDGVKWRQLEHKGPYFAPPYEPLPDGVRFFYEGRPVRLSVAAEEVATFYGRMLDHEYTTKEVFRKNFFNDWRKEMAVEEREVIKSLDKCDFTEIHRYFVDKAAARKVLSREEKQKLKEEAEKLQQEFGYCILDGHQEKIGNFKIEPPGLFRGRGDHPKMGMLKRRITPEDVVINCSRDSKIPEPPAGHQWKEVRSDNTVTWLAAWTESVQNSIKYIMLNPCSKLKGETAWQKFETARRLRGFVDEIRSQYRAD.... Result: 0 (no interaction). (3) The miRNA is hsa-miR-30c-5p with sequence UGUAAACAUCCUACACUCUCAGC. The protein sequence of the target gene is MDKQNSQMNASHPETNLPVGYPPQYPPTAFQGPPGYSGYPGPQVSYPPPPAGHSGPGPAGFPVPNQPVYNQPVYNQPVGAAGVPWMPAPQPPLNCPPGLEYLSQIDQILIHQQIELLEVLTGFETNNKYEIKNSFGQRVYFAAEDTDCCTRNCCGPSRPFTLRIIDNMGQEVITLERPLRCSSCCCPCCLQEIEIQAPPGVPIGYVIQTWHPCLPKFTIQNEKREDVLKISGPCVVCSCCGDVDFEIKSLDEQCVVGKISKHWTGILREAFTDADNFGIQFPLDLDVKMKAVMIGACFLI.... Result: 1 (interaction). (4) The miRNA is hsa-miR-7106-5p with sequence UGGGAGGAGGGGAUCUUGGG. The protein sequence of the target gene is MTDTVFSNSSNRWMYPSDRPLQSNDKEQLQAGWSVHPGGQPDRQRKQEELTDEEKEIINRVIARAEKMEEMEQERIGRLVDRLENMRKNVAGDGVNRCILCGEQLGMLGSACVVCEDCKKNVCTKCGVETNNRLHSVWLCKICIEQREVWKRSGAWFFKGFPKQVLPQPMPIKKTKPQQPVSEPAAPEQPAPEPKHPARAPARGDSEDRRGPGQKTGPDPASAPGRGNYGPPVRRASEARMSSSSRDSESWDHSGGAGDSSRSPAGLRRANSVQASRPAPGSVQSPAPPQPGQPGTPGGS.... Result: 1 (interaction). (5) The miRNA is hsa-miR-4670-5p with sequence AAGCGACCAUGAUGUAACUUCA. The protein sequence of the target gene is MKFPIETPRKQVNWDPKVAVPAAAPPVCQPKSATNGHHPVPRLSISSRATVVARMEGASQGGLQTVMKWKTVVAIFVVVVVYLVTGGLVFRALEQPFESSQKNTIALEKAEFLRDHICVSPQELETLIQHALDADNAGVSPVGNSSNSSSHWDLGSAFFFAGTVITTIGYGNIAPSTEGGKIFCILYAIFGIPLFGFLLAGIGDQLGTIFGKSIARVEKVFRKKQVSQTKIRVISTILFILAGCIVFVTIPAVIFKYIEGWTALESIYFVVVTLTTVGFGDFVAGGNAGINYREWYKPLV.... Result: 0 (no interaction).